From a dataset of Cav3 T-type calcium channel HTS with 100,875 compounds. Binary Classification. Given a drug SMILES string, predict its activity (active/inactive) in a high-throughput screening assay against a specified biological target. (1) The molecule is O1C(=C(C(c2ccncc2)C(=C1N)C#N)C(OC)=O)CC(OC)=O. The result is 0 (inactive). (2) The result is 0 (inactive). The molecule is Brc1ccc(C(O)(CCN2CCOCC2)CCC)cc1. (3) The compound is S(=O)(=O)(N1CCN(CC1)C)c1ccc(NC(=O)c2ccc(cc2)C)cc1. The result is 0 (inactive).